Dataset: Forward reaction prediction with 1.9M reactions from USPTO patents (1976-2016). Task: Predict the product of the given reaction. (1) Given the reactants [CH2:1]([O:8][C:9]([NH:11][C@@H:12]([CH2:16][C:17]1[CH:22]=[CH:21][C:20]([C:23]2[N:28]=[CH:27][C:26]([C:29]3[CH:34]=[CH:33][C:32]([O:35][CH2:36][CH2:37][CH2:38][CH2:39][CH2:40][CH2:41][CH3:42])=[CH:31][CH:30]=3)=[CH:25][N:24]=2)=[CH:19][CH:18]=1)[C:13](O)=[O:14])=[O:10])[C:2]1[CH:7]=[CH:6][CH:5]=[CH:4][CH:3]=1.Cl.[NH2:44][C@H:45]([CH3:53])[C:46]([O:48][C:49]([CH3:52])([CH3:51])[CH3:50])=[O:47].CN(C(ON1N=NC2C=CC=NC1=2)=[N+](C)C)C.F[P-](F)(F)(F)(F)F, predict the reaction product. The product is: [CH2:1]([O:8][C:9]([NH:11][C@@H:12]([CH2:16][C:17]1[CH:22]=[CH:21][C:20]([C:23]2[N:24]=[CH:25][C:26]([C:29]3[CH:30]=[CH:31][C:32]([O:35][CH2:36][CH2:37][CH2:38][CH2:39][CH2:40][CH2:41][CH3:42])=[CH:33][CH:34]=3)=[CH:27][N:28]=2)=[CH:19][CH:18]=1)[C:13]([NH:44][C@@H:45]([C:46]([O:48][C:49]([CH3:52])([CH3:51])[CH3:50])=[O:47])[CH3:53])=[O:14])=[O:10])[C:2]1[CH:3]=[CH:4][CH:5]=[CH:6][CH:7]=1. (2) Given the reactants [NH:1]=[C:2]1[C:10]2[C:5](=[CH:6][CH:7]=[CH:8][CH:9]=2)[C:4](=[O:11])[NH:3]1.Cl.Cl.[C:14]([C:16]1([NH:25][C:26](=[O:34])[CH:27](N)[CH2:28][C:29]([CH3:32])([CH3:31])[CH3:30])[CH2:21][CH2:20][N:19]([CH2:22][CH2:23][CH3:24])[CH2:18][CH2:17]1)#[N:15], predict the reaction product. The product is: [C:14]([C:16]1([NH:25][C:26](=[O:34])[CH:27]([NH:1][C:2]2[C:10]3[C:5](=[CH:6][CH:7]=[CH:8][CH:9]=3)[C:4](=[O:11])[N:3]=2)[CH2:28][C:29]([CH3:32])([CH3:31])[CH3:30])[CH2:21][CH2:20][N:19]([CH2:22][CH2:23][CH3:24])[CH2:18][CH2:17]1)#[N:15].